From a dataset of Peptide-MHC class II binding affinity with 134,281 pairs from IEDB. Regression. Given a peptide amino acid sequence and an MHC pseudo amino acid sequence, predict their binding affinity value. This is MHC class II binding data. (1) The peptide sequence is DKWLDAKSTWYGKPT. The MHC is HLA-DPA10201-DPB10101 with pseudo-sequence HLA-DPA10201-DPB10101. The binding affinity (normalized) is 0. (2) The peptide sequence is EKKYFAITQFEPLAA. The MHC is HLA-DPA10103-DPB10401 with pseudo-sequence HLA-DPA10103-DPB10401. The binding affinity (normalized) is 1.00. (3) The peptide sequence is GMNPSHCNEMSWIQS. The MHC is HLA-DQA10301-DQB10302 with pseudo-sequence HLA-DQA10301-DQB10302. The binding affinity (normalized) is 0.0313.